Dataset: Reaction yield outcomes from USPTO patents with 853,638 reactions. Task: Predict the reaction yield, written as a fraction of the theoretical maximum amount of product (1.0 means a 100% yield; for example, 0.34 means a 34% yield). (1) The catalyst is O. The product is [CH2:2]([O:3][CH2:4][CH:5]([CH2:7][OH:8])[OH:6])[CH2:9][CH2:25][CH2:24][CH2:23][CH2:22][CH2:21][CH2:20][CH2:19][CH2:18][CH2:17][CH2:16][CH2:15][CH2:14][CH2:13][CH3:12]. The yield is 0.790. The reactants are C[C:2]1([CH3:9])[O:6][C@H:5]([CH2:7][OH:8])[CH2:4][O:3]1.[OH-].[K+].[CH2:12](Br)[CH2:13][CH2:14][CH2:15][CH2:16][CH2:17][CH2:18][CH2:19][CH2:20][CH2:21][CH2:22][CH2:23][CH2:24][CH2:25]CC.C1C=CC=CC=1. (2) The reactants are [CH3:1][C:2]1[CH:7]=[C:6]([NH2:8])[CH:5]=[CH:4][N:3]=1.[Li]C(C)(C)C.[Si:14]([O:21][CH2:22][C@@H:23]([N:32]1[CH:37]=[CH:36][C:35]([C:38]2[CH:43]=[CH:42][N:41]=[C:40](S(C)(=O)=O)[N:39]=2)=[CH:34][C:33]1=[O:48])[C:24]1[CH:29]=[CH:28][C:27]([Cl:30])=[C:26]([F:31])[CH:25]=1)([C:17]([CH3:20])([CH3:19])[CH3:18])([CH3:16])[CH3:15].O. The yield is 0.380. The catalyst is C1COCC1. The product is [Si:14]([O:21][CH2:22][C@@H:23]([N:32]1[CH:37]=[CH:36][C:35]([C:38]2[CH:43]=[CH:42][N:41]=[C:40]([NH:8][C:6]3[CH:5]=[CH:4][N:3]=[C:2]([CH3:1])[CH:7]=3)[N:39]=2)=[CH:34][C:33]1=[O:48])[C:24]1[CH:29]=[CH:28][C:27]([Cl:30])=[C:26]([F:31])[CH:25]=1)([C:17]([CH3:20])([CH3:18])[CH3:19])([CH3:16])[CH3:15]. (3) The reactants are [CH2:1]([C:4]1[N:8]([CH2:9][C:10]2[CH:15]=CC(C3C=CC=CC=3C3NN=NN=3)=[CH:12][CH:11]=2)[N:7]=[C:6]([C:27]([OH:29])=O)[CH:5]=1)[CH2:2][CH3:3].[CH:30]1[CH:35]=[N:34][C:33]2[N:36](O)[N:37]=[N:38][C:32]=2[CH:31]=1.CCN=C=NCCCN(C)C.N1C(C)=C[CH:54]=[CH:53][C:52]=1[CH3:58].C(Cl)Cl.Cl.[NH2:63][C@H:64]([CH2:69][C:70]1[CH:75]=[CH:74][CH:73]=[CH:72][CH:71]=1)[CH2:65][C:66]([OH:68])=[O:67]. No catalyst specified. The product is [C:70]1([CH2:69][C@@H:64]([NH:63][C:27]([C:6]2[CH:5]=[C:4]([CH2:1][CH2:2][CH3:3])[N:8]([CH2:9][C:10]3[CH:11]=[CH:12][C:30]([C:31]4[CH:54]=[CH:53][CH:52]=[CH:58][C:32]=4[C:33]4[NH:36][N:37]=[N:38][N:34]=4)=[CH:35][CH:15]=3)[N:7]=2)=[O:29])[CH2:65][C:66]([OH:68])=[O:67])[CH:75]=[CH:74][CH:73]=[CH:72][CH:71]=1. The yield is 0.920. (4) The reactants are Br[C:2]1[CH:9]=[C:8]([N:10]2[CH:18]3[C:13]([CH2:14][CH2:15][CH2:16][CH2:17]3)=[C:12]([CH2:19][CH2:20][OH:21])[C:11]2=[O:22])[CH:7]=[CH:6][C:3]=1[C:4]#[N:5].[NH2:23][C@H:24]1[CH2:29][CH2:28][C@H:27]([OH:30])[CH2:26][CH2:25]1.CC([O-])(C)C.[Na+]. The catalyst is CC([O-])=O.CC([O-])=O.[Pd+2].C1(P(C2C=CC=CC=2)[C-]2C=CC=C2)C=CC=CC=1.[C-]1(P(C2C=CC=CC=2)C2C=CC=CC=2)C=CC=C1.[Fe+2]. The product is [OH:30][CH:27]1[CH2:28][CH2:29][CH:24]([NH:23][C:2]2[CH:9]=[C:8]([N:10]3[CH:18]4[C:13]([CH2:14][CH2:15][CH2:16][CH2:17]4)=[C:12]([CH2:19][CH2:20][OH:21])[C:11]3=[O:22])[CH:7]=[CH:6][C:3]=2[C:4]#[N:5])[CH2:25][CH2:26]1. The yield is 0.770. (5) The reactants are [C:1]([O:5][C:6]([N:8]1[CH2:11][CH:10]([O:12][C:13]2[CH:18]=[CH:17][C:16]([NH:19][C:20]([C:22]3[S:23][C:24]([C:30]4[CH:35]=[CH:34][C:33]([Cl:36])=[CH:32][CH:31]=4)=[CH:25][C:26]=3[CH2:27][CH2:28]O)=[O:21])=[CH:15][C:14]=2[O:37][CH3:38])[CH2:9]1)=[O:7])([CH3:4])([CH3:3])[CH3:2].C(P(CCCC)CCCC)CCC.N(C(OC(C)C)=O)=NC(OC(C)C)=O. The catalyst is O1CCCC1. The product is [C:1]([O:5][C:6]([N:8]1[CH2:11][CH:10]([O:12][C:13]2[CH:18]=[CH:17][C:16]([N:19]3[CH2:28][CH2:27][C:26]4[CH:25]=[C:24]([C:30]5[CH:31]=[CH:32][C:33]([Cl:36])=[CH:34][CH:35]=5)[S:23][C:22]=4[C:20]3=[O:21])=[CH:15][C:14]=2[O:37][CH3:38])[CH2:9]1)=[O:7])([CH3:4])([CH3:3])[CH3:2]. The yield is 0.620. (6) The reactants are [CH3:1][C:2]1[C:3]([C:7](=[N:14][O:15][CH2:16][C:17]2[N:22]=[C:21]([NH:23][C:24](=O)OC(C)(C)C)[CH:20]=[CH:19][CH:18]=2)[C:8]2[CH:13]=[CH:12][CH:11]=[CH:10][CH:9]=2)=[N:4][S:5][N:6]=1.[H-].[Na+].I[CH2:34][CH2:35][CH2:36][CH2:37][CH2:38]C.FC(F)(F)C(OC(=O)C(F)(F)F)=O.C([O-])(O)=O.[Na+]. The catalyst is CN(C=O)C. The product is [CH2:24]([NH:23][C:21]1[CH:20]=[CH:19][CH:18]=[C:17]([CH2:16][O:15][N:14]=[C:7]([C:3]2[C:2]([CH3:1])=[N:6][S:5][N:4]=2)[C:8]2[CH:9]=[CH:10][CH:11]=[CH:12][CH:13]=2)[N:22]=1)[CH2:34][CH2:35][CH2:36][CH2:37][CH3:38]. The yield is 0.750. (7) The reactants are Br[C:2]1[C:3]([C:16]2[CH:21]=[CH:20][CH:19]=[CH:18][CH:17]=2)=[N:4][C:5]2[C:10]([N:11]=1)=[CH:9][C:8]([C:12]([O:14]C)=[O:13])=[CH:7][CH:6]=2.[Br:22][C:23]1[CH:28]=[CH:27][C:26](B(O)O)=[CH:25][CH:24]=1. No catalyst specified. The product is [Br:22][C:23]1[CH:28]=[CH:27][C:26]([C:2]2[C:3]([C:16]3[CH:21]=[CH:20][CH:19]=[CH:18][CH:17]=3)=[N:4][C:5]3[C:10]([N:11]=2)=[CH:9][C:8]([C:12]([OH:14])=[O:13])=[CH:7][CH:6]=3)=[CH:25][CH:24]=1. The yield is 0.100. (8) The reactants are Cl.C[O:3][C:4]([C:6]12[CH2:15][CH:10]3[CH2:11][CH:12]([CH2:14][C:8]([NH2:16])([CH2:9]3)[CH2:7]1)[CH2:13]2)=[O:5].[N:17]1[CH:22]=[CH:21][N:20]=[CH:19][C:18]=1[C:23](O)=[O:24].C1CN([P+](ON2N=NC3C=CC=CC2=3)(N2CCCC2)N2CCCC2)CC1.F[P-](F)(F)(F)(F)F.C(N(CC)CC)C.C(=O)(O)[O-].[Na+].O.[OH-].[Li+]. The catalyst is C(Cl)Cl. The product is [N:17]1[CH:22]=[CH:21][N:20]=[CH:19][C:18]=1[C:23]([NH:16][C:8]12[CH2:9][CH:10]3[CH2:11][CH:12]([CH2:13][C:6]([C:4]([OH:3])=[O:5])([CH2:15]3)[CH2:7]1)[CH2:14]2)=[O:24]. The yield is 0.950. (9) The yield is 0.410. No catalyst specified. The reactants are [Br:1][C:2]1[CH:3]=[C:4]([NH:9][C:10](=[O:12])[CH3:11])[CH:5]=[CH:6][C:7]=1[CH3:8].[N+:13]([O-])([OH:15])=[O:14]. The product is [Br:1][C:2]1[C:7]([CH3:8])=[CH:6][C:5]([N+:13]([O-:15])=[O:14])=[C:4]([NH:9][C:10](=[O:12])[CH3:11])[CH:3]=1. (10) The reactants are [C:1]1([CH:7](O)[CH2:8][CH3:9])[CH:6]=[CH:5][CH:4]=[CH:3][CH:2]=1.CCOCC. The catalyst is C1(C)C=CC=CC=1. The product is [CH3:9][CH:8]=[CH:7][C:1]1[CH:6]=[CH:5][CH:4]=[CH:3][CH:2]=1. The yield is 0.920.